This data is from Full USPTO retrosynthesis dataset with 1.9M reactions from patents (1976-2016). The task is: Predict the reactants needed to synthesize the given product. (1) Given the product [CH3:1][O:2][C:3]1[CH:4]=[C:5]2[C:10](=[CH:11][CH:12]=1)[CH:9]=[C:8]([CH:13]1[C:18]3=[N:19][S:20](=[O:24])(=[O:23])[CH2:21][CH2:22][N:17]3[CH2:16][CH2:15][CH2:14]1)[CH:7]=[CH:6]2, predict the reactants needed to synthesize it. The reactants are: [CH3:1][O:2][C:3]1[CH:4]=[C:5]2[C:10](=[CH:11][CH:12]=1)[CH:9]=[C:8]([C:13]1[C:18]3=[N:19][S:20](=[O:24])(=[O:23])[CH2:21][CH2:22][N:17]3[CH:16]=[CH:15][CH:14]=1)[CH:7]=[CH:6]2. (2) Given the product [O:9]1[C:10]2([CH2:15][CH2:14][CH2:13][CH:12]([C:16]([O:18][CH3:19])=[O:17])[CH2:11]2)[CH2:2]1, predict the reactants needed to synthesize it. The reactants are: [I-].[CH3:2][S+](C)(C)=O.[H-].[Na+].[O:9]=[C:10]1[CH2:15][CH2:14][CH2:13][CH:12]([C:16]([O:18][CH3:19])=[O:17])[CH2:11]1. (3) Given the product [OH:32][CH2:31][C:23]1[CH2:22][CH2:21][C:20](=[O:19])[N:25]([CH2:26][C:27]([F:30])([F:28])[F:29])[N:24]=1, predict the reactants needed to synthesize it. The reactants are: FC1C=C(F)C=CC=1CN1C(=O)C=CC(CO)=N1.[O:19]=[C:20]1[N:25]([CH2:26][C:27]([F:30])([F:29])[F:28])[N:24]=[C:23]([C:31](OCC)=[O:32])[CH2:22][CH2:21]1.[BH4-].[Na+]. (4) Given the product [CH2:19]([O:26][CH2:27][CH2:28][CH2:29][CH:30]([C:39](=[O:44])[C:2]#[C:3][CH:4]1[CH2:7][CH:6]([CH2:8][C:9]([CH3:12])([CH3:11])[CH3:10])[CH2:5]1)[CH2:31][C:32]([O:34][C:35]([CH3:36])([CH3:38])[CH3:37])=[O:33])[C:20]1[CH:25]=[CH:24][CH:23]=[CH:22][CH:21]=1, predict the reactants needed to synthesize it. The reactants are: Br[C:2](Br)=[CH:3][CH:4]1[CH2:7][CH:6]([CH2:8][C:9]([CH3:12])([CH3:11])[CH3:10])[CH2:5]1.C([Li])CCC.[CH2:19]([O:26][CH2:27][CH2:28][CH2:29][CH:30]([C:39](=[O:44])NCOC)[CH2:31][C:32]([O:34][C:35]([CH3:38])([CH3:37])[CH3:36])=[O:33])[C:20]1[CH:25]=[CH:24][CH:23]=[CH:22][CH:21]=1.[Cl-].[NH4+]. (5) Given the product [P:1]([O-:3])([O:39][CH2:40][CH2:41][O:42][CH2:43][CH2:44][O:45][CH3:46])([O:8][C:9]([C:12]1[N:13]=[CH:14][C:15]([C:18]2[C:32]([F:33])=[C:31]([C@H:34]3[CH2:38][CH2:37][CH2:36][O:35]3)[C:21]3[NH:22][C:23]([NH:25][C:26]([NH:28][CH2:29][CH3:30])=[O:27])=[N:24][C:20]=3[CH:19]=2)=[CH:16][N:17]=1)([CH3:10])[CH3:11])=[O:2].[NH4+:7], predict the reactants needed to synthesize it. The reactants are: [P:1]([O:39][CH2:40][CH2:41][O:42][CH2:43][CH2:44][O:45][CH3:46])([O:8][C:9]([C:12]1[N:17]=[CH:16][C:15]([C:18]2[C:32]([F:33])=[C:31]([C@H:34]3[CH2:38][CH2:37][CH2:36][O:35]3)[C:21]3[NH:22][C:23]([NH:25][C:26]([NH:28][CH2:29][CH3:30])=[O:27])=[N:24][C:20]=3[CH:19]=2)=[CH:14][N:13]=1)([CH3:11])[CH3:10])([O:3]CCC#[N:7])=[O:2].[OH-].[NH4+]. (6) Given the product [CH2:21]([O:32][C:30](=[O:31])[CH2:29][O:18][C:10]1[CH:11]=[C:12]([CH:15]([CH3:17])[CH3:16])[CH:13]=[CH:14][C:9]=1[CH2:7][CH2:6][NH:5][C:3](=[O:4])[C:2]([F:20])([F:19])[F:1])[CH3:22], predict the reactants needed to synthesize it. The reactants are: [F:1][C:2]([F:20])([F:19])[C:3]([NH:5][CH2:6][C:7]([C:9]1[CH:14]=[CH:13][C:12]([CH:15]([CH3:17])[CH3:16])=[CH:11][C:10]=1[OH:18])=O)=[O:4].[CH2:21]([SiH](CC)CC)[CH3:22].F[C:29](F)(F)[C:30]([OH:32])=[O:31]. (7) Given the product [OH:14][C:15]1[CH:16]=[C:17]([CH2:22][C@H:23]([NH:27][C:28]([O:30][C:31]([CH3:34])([CH3:33])[CH3:32])=[O:29])[C:24]([O:26][CH2:13][CH:11]([OH:12])[CH2:10][O:9][C:1]([C:2]2[CH:7]=[CH:6][CH:5]=[CH:4][CH:3]=2)=[O:8])=[O:25])[CH:18]=[CH:19][C:20]=1[OH:21], predict the reactants needed to synthesize it. The reactants are: [C:1]([O:9][CH2:10][CH:11]1[CH2:13][O:12]1)(=[O:8])[C:2]1[CH:7]=[CH:6][CH:5]=[CH:4][CH:3]=1.[OH:14][C:15]1[CH:16]=[C:17]([CH2:22][C@H:23]([NH:27][C:28]([O:30][C:31]([CH3:34])([CH3:33])[CH3:32])=[O:29])[C:24]([OH:26])=[O:25])[CH:18]=[CH:19][C:20]=1[OH:21]. (8) Given the product [CH3:6][C:4]([O:7][C:8]([N:10]([CH3:20])[C@@H:11]1[CH2:12][CH2:13][C@H:14]([C:17]([OH:19])=[O:18])[CH2:15][CH2:16]1)=[O:9])([CH3:3])[CH3:5], predict the reactants needed to synthesize it. The reactants are: [H-].[Na+].[CH3:3][C:4]([O:7][C:8]([NH:10][C@@H:11]1[CH2:16][CH2:15][C@H:14]([C:17]([OH:19])=[O:18])[CH2:13][CH2:12]1)=[O:9])([CH3:6])[CH3:5].[CH3:20]I. (9) Given the product [C:5]([O:4][C:1]1[CH:21]=[CH:22][C:16]([C:14]([CH:8]2[CH2:9][CH2:10][CH2:11][CH2:12][CH2:13]2)=[O:15])=[C:17]([O:23][C:32](=[O:31])[CH3:33])[CH:2]=1)(=[O:7])[CH3:6], predict the reactants needed to synthesize it. The reactants are: [C:1]([O:4][C:5](=[O:7])[CH3:6])(=O)[CH3:2].[CH:8]1([C:14]([C:16]2[CH:22]=[CH:21]C(O)=C[C:17]=2[OH:23])=[O:15])[CH2:13][CH2:12][CH2:11][CH2:10][CH2:9]1.C(N(CC)CC)C.[O:31]1CC[CH2:33][CH2:32]1.